This data is from Catalyst prediction with 721,799 reactions and 888 catalyst types from USPTO. The task is: Predict which catalyst facilitates the given reaction. (1) Reactant: O=C1C2C(=CC=CC=2)C(=O)[N:3]1[CH:12]([C:22]1[C:31]2[C:26](=[CH:27][CH:28]=[CH:29][CH:30]=2)[CH:25]=[CH:24][CH:23]=1)[CH2:13][NH:14][C:15](=[O:21])[O:16][C:17]([CH3:20])([CH3:19])[CH3:18].NN. Product: [NH2:3][CH:12]([C:22]1[C:31]2[C:26](=[CH:27][CH:28]=[CH:29][CH:30]=2)[CH:25]=[CH:24][CH:23]=1)[CH2:13][NH:14][C:15](=[O:21])[O:16][C:17]([CH3:20])([CH3:18])[CH3:19]. The catalyst class is: 5. (2) Reactant: [N:1]1[C:5]2[CH:6]=[CH:7][CH:8]=[CH:9][C:4]=2[NH:3][C:2]=1[CH2:10][C:11]#[N:12].[CH2:13]([CH:15]([C:21]([CH3:23])=O)[C:16](OCC)=[O:17])[CH3:14].C([O-])(=O)C.[NH4+]. Product: [CH2:21]([C:15]1[C:16](=[O:17])[N:3]2[C:2]([NH:1][C:5]3[CH:6]=[CH:7][CH:8]=[CH:9][C:4]=32)=[C:10]([C:11]#[N:12])[C:13]=1[CH3:14])[CH3:23]. The catalyst class is: 6. (3) Reactant: [BH4-].[Na+].[Br:3][C:4]1[C:13]([O:14][CH3:15])=[CH:12][CH:11]=[C:10]2[C:5]=1[CH:6]=[CH:7][C:8]([CH:16]=[N:17][CH3:18])=[CH:9]2.Cl. Product: [Br:3][C:4]1[C:13]([O:14][CH3:15])=[CH:12][CH:11]=[C:10]2[C:5]=1[CH:6]=[CH:7][C:8]([CH2:16][NH:17][CH3:18])=[CH:9]2. The catalyst class is: 8.